This data is from Reaction yield outcomes from USPTO patents with 853,638 reactions. The task is: Predict the reaction yield, written as a fraction of the theoretical maximum amount of product (1.0 means a 100% yield; for example, 0.34 means a 34% yield). (1) The product is [CH3:8][N:6]1[CH:7]=[C:2]([B:59]2[O:60][C:61]([CH3:63])([CH3:62])[C:57]([CH3:73])([CH3:56])[O:58]2)[CH:3]=[C:4]([NH:10][C:11]2[CH:16]=[CH:15][N:14]=[CH:13][N:12]=2)[C:5]1=[O:9]. The yield is 0.820. The reactants are Br[C:2]1[CH:3]=[C:4]([NH:10][C:11]2[CH:16]=[CH:15][N:14]=[CH:13][N:12]=2)[C:5](=[O:9])[N:6]([CH3:8])[CH:7]=1.CC(C1C=C(C(C)C)C(C2C=CC=CC=2P(C2CCCCC2)C2CCCCC2)=C(C(C)C)C=1)C.CC([O-])=O.[K+].[CH3:56][C:57]1([CH3:73])[C:61]([CH3:63])([CH3:62])[O:60][B:59]([B:59]2[O:60][C:61]([CH3:63])([CH3:62])[C:57]([CH3:73])([CH3:56])[O:58]2)[O:58]1. The catalyst is C1C=CC(/C=C/C(/C=C/C2C=CC=CC=2)=O)=CC=1.C1C=CC(/C=C/C(/C=C/C2C=CC=CC=2)=O)=CC=1.C1C=CC(/C=C/C(/C=C/C2C=CC=CC=2)=O)=CC=1.[Pd].[Pd].O1CCOCC1. (2) The yield is 0.740. The product is [CH3:1][N:2]1[C:6]([N:7]2[C:11]3=[N:12][CH:13]=[C:14]([CH3:16])[CH:15]=[C:10]3[CH:9]=[CH:8]2)=[C:5]([CH2:17][CH2:18][CH2:19][OH:20])[C:4]([CH3:22])=[N:3]1. The catalyst is O1CCCC1. The reactants are [CH3:1][N:2]1[C:6]([N:7]2[C:11]3=[N:12][CH:13]=[C:14]([CH3:16])[CH:15]=[C:10]3[CH:9]=[CH:8]2)=[C:5]([CH2:17][CH2:18][C:19](O)=[O:20])[C:4]([CH3:22])=[N:3]1.CN(C)C=O.C(Cl)(=O)C(Cl)=O. (3) The reactants are [CH:1](O)=[O:2].C(OC(=O)C)(=O)C.[CH3:11][C:12]1[CH:21]=[C:20]([CH2:22][O:23][C:24]2[CH:29]=[CH:28][C:27]([S:30]([CH2:33][CH:34]([NH:42][OH:43])[CH:35]=[C:36]3[CH2:41][CH2:40][S:39][CH2:38][CH2:37]3)(=[O:32])=[O:31])=[CH:26][CH:25]=2)[C:19]2[C:14](=[CH:15][CH:16]=[CH:17][CH:18]=2)[N:13]=1. The catalyst is O1CCCC1. The product is [OH:43][N:42]([CH:34]([CH:35]=[C:36]1[CH2:37][CH2:38][S:39][CH2:40][CH2:41]1)[CH2:33][S:30]([C:27]1[CH:26]=[CH:25][C:24]([O:23][CH2:22][C:20]2[C:19]3[C:14](=[CH:15][CH:16]=[CH:17][CH:18]=3)[N:13]=[C:12]([CH3:11])[CH:21]=2)=[CH:29][CH:28]=1)(=[O:31])=[O:32])[CH:1]=[O:2]. The yield is 0.340. (4) The reactants are C([O:3][C:4]([C@@H:6]1[O:11][C:10]2[CH:12]=[CH:13][C:14]([CH2:16][C@H:17]([NH:19][CH2:20][C@H:21]([OH:38])[CH2:22][O:23][C:24]3[CH:29]=[CH:28][C:27]([O:30]CC4C=CC=CC=4)=[CH:26][CH:25]=3)[CH3:18])=[CH:15][C:9]=2[O:8][CH2:7]1)=[O:5])C. The catalyst is C(O)C.[C].[Pd]. The product is [OH:38][C@H:21]([CH2:22][O:23][C:24]1[CH:25]=[CH:26][C:27]([OH:30])=[CH:28][CH:29]=1)[CH2:20][NH:19][C@H:17]([CH3:18])[CH2:16][C:14]1[CH:13]=[CH:12][C:10]2[O:11][C@@H:6]([C:4]([OH:5])=[O:3])[CH2:7][O:8][C:9]=2[CH:15]=1. The yield is 0.850. (5) The reactants are [CH2:1]([O:3][CH:4]([O:7][CH2:8][CH3:9])[CH2:5][NH2:6])[CH3:2].[C:10]1([CH:16]([C:20]2[CH:25]=[CH:24][CH:23]=[CH:22][CH:21]=2)[CH2:17][CH2:18]Br)[CH:15]=[CH:14][CH:13]=[CH:12][CH:11]=1. No catalyst specified. The product is [CH2:1]([O:3][CH:4]([O:7][CH2:8][CH3:9])[CH2:5][NH:6][CH2:18][CH2:17][CH:16]([C:10]1[CH:15]=[CH:14][CH:13]=[CH:12][CH:11]=1)[C:20]1[CH:25]=[CH:24][CH:23]=[CH:22][CH:21]=1)[CH3:2]. The yield is 0.610. (6) The reactants are Cl[C:2]1[N:3]([CH2:10][C:11]2[CH:18]=[CH:17][CH:16]=[CH:15][C:12]=2[C:13]#[N:14])[C:4](=[O:9])[C:5]([Cl:8])=[CH:6][N:7]=1.[CH3:19][C@@:20]1([NH2:26])[CH2:25][CH2:24][CH2:23][NH:22][CH2:21]1. The product is [NH2:26][C@:20]1([CH3:19])[CH2:25][CH2:24][CH2:23][N:22]([C:2]2[N:3]([CH2:10][C:11]3[CH:18]=[CH:17][CH:16]=[CH:15][C:12]=3[C:13]#[N:14])[C:4](=[O:9])[C:5]([Cl:8])=[CH:6][N:7]=2)[CH2:21]1. The yield is 0.650. No catalyst specified. (7) The reactants are [F:1][C:2]1[CH:17]=[CH:16][C:5]([O:6][C:7]2[CH:12]=[CH:11][C:10]([CH2:13][CH2:14][NH2:15])=[CH:9][CH:8]=2)=[CH:4][CH:3]=1.[CH3:18][O:19][C:20]1[N:25]=[CH:24][C:23]([CH2:26][C:27]2[C:28](=[O:35])[N:29]=[C:30](SC)[NH:31][CH:32]=2)=[CH:22][N:21]=1.[CH2:36](O)C. No catalyst specified. The product is [F:1][C:2]1[CH:17]=[CH:16][C:5]([O:6][C:7]2[CH:12]=[CH:11][C:10]([CH2:13][CH2:14][N:15]([CH3:36])[C:30]3[NH:31][CH:32]=[C:27]([CH2:26][C:23]4[CH:22]=[N:21][C:20]([O:19][CH3:18])=[N:25][CH:24]=4)[C:28](=[O:35])[N:29]=3)=[CH:9][CH:8]=2)=[CH:4][CH:3]=1. The yield is 0.190. (8) The reactants are C[Si](C)(C)[N-][Si](C)(C)C.[Li+].[CH2:11]1[O:21][C:14]2([CH2:19][CH2:18][C:17](=[O:20])[CH2:16][CH2:15]2)[O:13][CH2:12]1.[S:22]1[C:26]2[CH:27]=[C:28]([C:31](Cl)=[O:32])[CH:29]=[CH:30][C:25]=2[N:24]=[CH:23]1.O. The catalyst is C1COCC1. The product is [S:22]1[C:26]2[CH:27]=[C:28]([C:31]([CH:18]3[C:17](=[O:20])[CH2:16][CH2:15][C:14]4([O:13][CH2:12][CH2:11][O:21]4)[CH2:19]3)=[O:32])[CH:29]=[CH:30][C:25]=2[N:24]=[CH:23]1. The yield is 0.350. (9) The reactants are [Cl:1][C:2]1[N:7]=[C:6]2[CH2:8][C:9](=[O:11])[NH:10][C:5]2=[CH:4][CH:3]=1.C(N(CC)CC)C.[CH2:19]1[CH2:23][O:22][CH2:21]C1.Cl[C:25]([O:27][CH2:28][CH3:29])=[O:26].[OH2:30]. No catalyst specified. The product is [CH2:28]([O:27][C:25]([N:10]1[C:5]2[C:6](=[N:7][C:2]([Cl:1])=[CH:3][CH:4]=2)[CH:8]=[C:9]1[O:11][C:21]([O:22][CH2:23][CH3:19])=[O:30])=[O:26])[CH3:29]. The yield is 0.300. (10) The reactants are C(OC([N:8]1[CH2:13][CH2:12][CH:11]([CH2:14][NH:15][C:16]2[C:21]([N+:22]([O-:24])=[O:23])=[CH:20][N:19]=[C:18]([NH:25][CH2:26][C:27]3[C:28]([CH3:41])=[C:29]([C:33]4[CH:38]=[CH:37][CH:36]=[C:35]([CH2:39][NH2:40])[CH:34]=4)[CH:30]=[CH:31][CH:32]=3)[N:17]=2)[CH2:10][CH2:9]1)=O)(C)(C)C.FC(F)(F)C(O)=O. The catalyst is ClCCl. The product is [NH2:40][CH2:39][C:35]1[CH:34]=[C:33]([C:29]2[CH:30]=[CH:31][CH:32]=[C:27]([CH2:26][NH:25][C:18]3[N:17]=[C:16]([NH:15][CH2:14][CH:11]4[CH2:12][CH2:13][NH:8][CH2:9][CH2:10]4)[C:21]([N+:22]([O-:24])=[O:23])=[CH:20][N:19]=3)[C:28]=2[CH3:41])[CH:38]=[CH:37][CH:36]=1. The yield is 1.00.